From a dataset of NCI-60 drug combinations with 297,098 pairs across 59 cell lines. Regression. Given two drug SMILES strings and cell line genomic features, predict the synergy score measuring deviation from expected non-interaction effect. Drug 1: C1CC(C1)(C(=O)O)C(=O)O.[NH2-].[NH2-].[Pt+2]. Drug 2: C1C(C(OC1N2C=NC(=NC2=O)N)CO)O. Cell line: EKVX. Synergy scores: CSS=-2.92, Synergy_ZIP=-0.634, Synergy_Bliss=-3.08, Synergy_Loewe=-6.51, Synergy_HSA=-5.18.